Dataset: Reaction yield outcomes from USPTO patents with 853,638 reactions. Task: Predict the reaction yield, written as a fraction of the theoretical maximum amount of product (1.0 means a 100% yield; for example, 0.34 means a 34% yield). (1) The reactants are [H-].[Na+].[Cl:3][C:4]1[N:9]=[C:8]([C:10]([O:12][CH3:13])=[O:11])[CH:7]=[C:6](Cl)[N:5]=1.[C:15]([O:19][C@@H:20]([C@H:22]1[CH2:26][O:25][C:24](=[O:27])[NH:23]1)[CH3:21])([CH3:18])([CH3:17])[CH3:16]. The catalyst is CN(C=O)C. The product is [C:15]([O:19][C@@H:20]([C@H:22]1[CH2:26][O:25][C:24](=[O:27])[N:23]1[C:6]1[N:5]=[C:4]([Cl:3])[N:9]=[C:8]([C:10]([O:12][CH3:13])=[O:11])[CH:7]=1)[CH3:21])([CH3:16])([CH3:17])[CH3:18]. The yield is 0.640. (2) The reactants are [C@@H:1]1([N:10]2[CH:17]=[CH:16][C:14](=[O:15])[NH:13][C:11]2=[O:12])[O:9][C@H:6]([CH2:7][OH:8])[C@@H:4]([OH:5])[C@H:2]1[OH:3].Cl[Si:19]([CH:32]([CH3:34])[CH3:33])([CH:29]([CH3:31])[CH3:30])[O:20][Si:21](Cl)([CH:25]([CH3:27])[CH3:26])[CH:22]([CH3:24])[CH3:23]. The catalyst is N1C=CC=CC=1. The product is [OH:3][C@@H:2]1[C@@H:4]2[O:5][Si:19]([CH:29]([CH3:31])[CH3:30])([CH:32]([CH3:34])[CH3:33])[O:20][Si:21]([CH:25]([CH3:27])[CH3:26])([CH:22]([CH3:23])[CH3:24])[O:8][CH2:7][C@H:6]2[O:9][C@H:1]1[N:10]1[CH:17]=[CH:16][C:14](=[O:15])[NH:13][C:11]1=[O:12]. The yield is 0.760.